Dataset: NCI-60 drug combinations with 297,098 pairs across 59 cell lines. Task: Regression. Given two drug SMILES strings and cell line genomic features, predict the synergy score measuring deviation from expected non-interaction effect. (1) Drug 1: C1=CC(=CC=C1CCCC(=O)O)N(CCCl)CCCl. Drug 2: CC1C(C(=O)NC(C(=O)N2CCCC2C(=O)N(CC(=O)N(C(C(=O)O1)C(C)C)C)C)C(C)C)NC(=O)C3=C4C(=C(C=C3)C)OC5=C(C(=O)C(=C(C5=N4)C(=O)NC6C(OC(=O)C(N(C(=O)CN(C(=O)C7CCCN7C(=O)C(NC6=O)C(C)C)C)C)C(C)C)C)N)C. Cell line: UACC62. Synergy scores: CSS=21.1, Synergy_ZIP=-3.38, Synergy_Bliss=-3.98, Synergy_Loewe=-3.53, Synergy_HSA=-3.53. (2) Drug 1: C1CN(P(=O)(OC1)NCCCl)CCCl. Drug 2: C(CN)CNCCSP(=O)(O)O. Cell line: NCI-H522. Synergy scores: CSS=-0.0645, Synergy_ZIP=0.155, Synergy_Bliss=-2.93, Synergy_Loewe=0.0292, Synergy_HSA=-3.76. (3) Drug 1: CC1=C(C=C(C=C1)C(=O)NC2=CC(=CC(=C2)C(F)(F)F)N3C=C(N=C3)C)NC4=NC=CC(=N4)C5=CN=CC=C5. Drug 2: CC1=C(C(=CC=C1)Cl)NC(=O)C2=CN=C(S2)NC3=CC(=NC(=N3)C)N4CCN(CC4)CCO. Cell line: SK-MEL-28. Synergy scores: CSS=-15.6, Synergy_ZIP=13.3, Synergy_Bliss=10.3, Synergy_Loewe=-14.3, Synergy_HSA=-16.2. (4) Drug 1: C1=NC2=C(N=C(N=C2N1C3C(C(C(O3)CO)O)F)Cl)N. Drug 2: C1CN(CCN1C(=O)CCBr)C(=O)CCBr. Cell line: SK-OV-3. Synergy scores: CSS=10.1, Synergy_ZIP=-0.644, Synergy_Bliss=2.78, Synergy_Loewe=0.327, Synergy_HSA=0.470. (5) Drug 2: CC12CCC3C(C1CCC2O)C(CC4=C3C=CC(=C4)O)CCCCCCCCCS(=O)CCCC(C(F)(F)F)(F)F. Synergy scores: CSS=2.48, Synergy_ZIP=-0.287, Synergy_Bliss=2.36, Synergy_Loewe=-0.667, Synergy_HSA=0.619. Cell line: SK-OV-3. Drug 1: CNC(=O)C1=CC=CC=C1SC2=CC3=C(C=C2)C(=NN3)C=CC4=CC=CC=N4. (6) Drug 1: C1=C(C(=O)NC(=O)N1)N(CCCl)CCCl. Drug 2: C1CN1P(=S)(N2CC2)N3CC3. Cell line: CCRF-CEM. Synergy scores: CSS=49.1, Synergy_ZIP=-5.36, Synergy_Bliss=-9.07, Synergy_Loewe=-13.4, Synergy_HSA=-7.02. (7) Drug 1: C1=C(C(=O)NC(=O)N1)N(CCCl)CCCl. Drug 2: CC1C(C(CC(O1)OC2CC(OC(C2O)C)OC3=CC4=CC5=C(C(=O)C(C(C5)C(C(=O)C(C(C)O)O)OC)OC6CC(C(C(O6)C)O)OC7CC(C(C(O7)C)O)OC8CC(C(C(O8)C)O)(C)O)C(=C4C(=C3C)O)O)O)O. Cell line: SNB-75. Synergy scores: CSS=18.5, Synergy_ZIP=-4.92, Synergy_Bliss=-1.05, Synergy_Loewe=-0.556, Synergy_HSA=-1.07. (8) Drug 1: CC(C1=C(C=CC(=C1Cl)F)Cl)OC2=C(N=CC(=C2)C3=CN(N=C3)C4CCNCC4)N. Drug 2: N.N.Cl[Pt+2]Cl. Cell line: MDA-MB-231. Synergy scores: CSS=6.80, Synergy_ZIP=-2.48, Synergy_Bliss=0.999, Synergy_Loewe=-0.762, Synergy_HSA=0.783. (9) Drug 1: CN1CCC(CC1)COC2=C(C=C3C(=C2)N=CN=C3NC4=C(C=C(C=C4)Br)F)OC. Drug 2: C1CCC(C(C1)N)N.C(=O)(C(=O)[O-])[O-].[Pt+4]. Cell line: HT29. Synergy scores: CSS=19.1, Synergy_ZIP=-0.725, Synergy_Bliss=1.84, Synergy_Loewe=-2.78, Synergy_HSA=0.827.